This data is from Forward reaction prediction with 1.9M reactions from USPTO patents (1976-2016). The task is: Predict the product of the given reaction. Given the reactants [NH2:1][C:2]1[CH:3]=[C:4]([C:12]2[O:13][C:14]3[CH:20]=[CH:19][C:18]([Cl:21])=[CH:17][C:15]=3[N:16]=2)[C:5]([NH:8][CH2:9][CH2:10][CH3:11])=[CH:6][CH:7]=1.[CH:22]1[C:27]([C:28]([OH:30])=[O:29])=[CH:26][C:25]2[C:31]([O:33][C:34](=O)[C:24]=2[CH:23]=1)=[O:32], predict the reaction product. The product is: [Cl:21][C:18]1[CH:19]=[CH:20][C:14]2[O:13][C:12]([C:4]3[CH:3]=[C:2]([N:1]4[C:31](=[O:32])[C:25]5[C:24](=[CH:23][CH:22]=[C:27]([C:28]([OH:30])=[O:29])[CH:26]=5)[C:34]4=[O:33])[CH:7]=[CH:6][C:5]=3[NH:8][CH2:9][CH2:10][CH3:11])=[N:16][C:15]=2[CH:17]=1.